Task: Predict which catalyst facilitates the given reaction.. Dataset: Catalyst prediction with 721,799 reactions and 888 catalyst types from USPTO (1) Product: [C:19]([O:18][C:17]([NH:2][C@@H:3]([C:7]([C:10]1[CH:11]=[CH:12][C:13]([Cl:16])=[CH:14][CH:15]=1)([CH3:9])[CH3:8])[C:4]([OH:6])=[O:5])=[O:23])([CH3:22])([CH3:21])[CH3:20]. Reactant: Cl.[NH2:2][C@@H:3]([C:7]([C:10]1[CH:15]=[CH:14][C:13]([Cl:16])=[CH:12][CH:11]=1)([CH3:9])[CH3:8])[C:4]([OH:6])=[O:5].[C:17](=O)([O-:23])[O:18][C:19]([CH3:22])([CH3:21])[CH3:20].[C:17](=O)([O-:23])[O:18][C:19]([CH3:22])([CH3:21])[CH3:20].Cl. The catalyst class is: 74. (2) Reactant: [N:1]1[CH:6]=[CH:5][CH:4]=[C:3]([N:7]2[CH2:13][C@@H:12]3[C@@H:9]([CH2:10][N:11]3C(OC(C)(C)C)=O)[CH2:8]2)[CH:2]=1.O.[CH3:22][C:23]1[CH:28]=[CH:27][C:26]([S:29]([OH:32])(=[O:31])=[O:30])=[CH:25][CH:24]=1. Product: [CH3:22][C:23]1[CH:24]=[CH:25][C:26]([S:29]([OH:32])(=[O:31])=[O:30])=[CH:27][CH:28]=1.[CH3:22][C:23]1[CH:24]=[CH:25][C:26]([S:29]([OH:32])(=[O:31])=[O:30])=[CH:27][CH:28]=1.[N:1]1[CH:6]=[CH:5][CH:4]=[C:3]([N:7]2[CH2:13][C@@H:12]3[C@@H:9]([CH2:10][NH:11]3)[CH2:8]2)[CH:2]=1. The catalyst class is: 8.